From a dataset of Forward reaction prediction with 1.9M reactions from USPTO patents (1976-2016). Predict the product of the given reaction. (1) Given the reactants [CH2:1]([O:3][C:4]([C:6]1([C:9]2[CH:14]=[CH:13][C:12]([C:15]3[CH:20]=[CH:19][C:18]([C:21]4[S:22][C:23]([F:29])=[CH:24][C:25]=4C(O)=O)=[CH:17][CH:16]=3)=[CH:11][CH:10]=2)[CH2:8][CH2:7]1)=[O:5])[CH3:2].C([N:32]([CH2:35]C)CC)C.C1(P(N=[N+]=[N-])(C2C=CC=CC=2)=[O:44])C=CC=CC=1.[C:54]1([CH3:63])[CH:59]=[CH:58][CH:57]=[CH:56][C:55]=1[C@H:60]([OH:62])[CH3:61].[Cl-].[NH4+], predict the reaction product. The product is: [CH2:1]([O:3][C:4]([C:6]1([C:9]2[CH:14]=[CH:13][C:12]([C:15]3[CH:20]=[CH:19][C:18]([C:21]4[S:22][C:23]([F:29])=[CH:24][C:25]=4[NH:32][C:35]([O:62][C@@H:60]([C:55]4[CH:56]=[CH:57][CH:58]=[CH:59][C:54]=4[CH3:63])[CH3:61])=[O:44])=[CH:17][CH:16]=3)=[CH:11][CH:10]=2)[CH2:8][CH2:7]1)=[O:5])[CH3:2]. (2) Given the reactants Cl[C:2]1[CH:3]=[CH:4][C:5]2[N:6]([C:8]([CH3:11])=[N:9][N:10]=2)[N:7]=1.[CH3:12][NH:13][C@H:14]([C:16]1[CH:21]=[CH:20][CH:19]=[CH:18][CH:17]=1)[CH3:15], predict the reaction product. The product is: [CH3:12][N:13]([C@@H:14]([C:16]1[CH:21]=[CH:20][CH:19]=[CH:18][CH:17]=1)[CH3:15])[C:2]1[CH:3]=[CH:4][C:5]2[N:6]([C:8]([CH3:11])=[N:9][N:10]=2)[N:7]=1.